This data is from Reaction yield outcomes from USPTO patents with 853,638 reactions. The task is: Predict the reaction yield, written as a fraction of the theoretical maximum amount of product (1.0 means a 100% yield; for example, 0.34 means a 34% yield). (1) The reactants are [C:1]([O:5][C:6]([NH:8][C@@H:9]1[C@H:14]([NH:15][C:16]2[N:21]=[C:20](Cl)[C:19]3[C:23](=[O:33])[N:24]([C:26]([O:28][C:29]([CH3:32])([CH3:31])[CH3:30])=[O:27])[CH2:25][C:18]=3[C:17]=2[F:34])[CH2:13][CH2:12][O:11][CH2:10]1)=[O:7])([CH3:4])([CH3:3])[CH3:2].[CH3:35][C:36]1[CH:41]=[CH:40][N:39]2[N:42]=[CH:43][C:44](B3OC(C)(C)C(C)(C)O3)=[C:38]2[CH:37]=1.C(=O)([O-])[O-].[K+].[K+].C(N[C@H](C(O)=O)CS)(=O)C. The catalyst is O.CC(N(C)C)=O. The product is [C:1]([O:5][C:6]([NH:8][C@@H:9]1[C@H:14]([NH:15][C:16]2[N:21]=[C:20]([C:44]3[CH:43]=[N:42][N:39]4[CH:40]=[CH:41][C:36]([CH3:35])=[CH:37][C:38]=34)[C:19]3[C:23](=[O:33])[N:24]([C:26]([O:28][C:29]([CH3:32])([CH3:31])[CH3:30])=[O:27])[CH2:25][C:18]=3[C:17]=2[F:34])[CH2:13][CH2:12][O:11][CH2:10]1)=[O:7])([CH3:4])([CH3:3])[CH3:2]. The yield is 0.210. (2) The reactants are [H-].[Na+].[I-].[CH3:4][S+](C)(C)=O.[F:9][C:10]([F:37])([F:36])[O:11][C:12]1[CH:17]=[CH:16][C:15]([N:18]2[CH:22]=[N:21][C:20]([C:23]3[CH:28]=[CH:27][C:26](/[CH:29]=[CH:30]/[C:31]([O:33][CH2:34][CH3:35])=[O:32])=[CH:25][CH:24]=3)=[N:19]2)=[CH:14][CH:13]=1. The catalyst is CS(C)=O. The product is [F:37][C:10]([F:9])([F:36])[O:11][C:12]1[CH:17]=[CH:16][C:15]([N:18]2[CH:22]=[N:21][C:20]([C:23]3[CH:28]=[CH:27][C:26]([CH:29]4[CH2:4][CH:30]4[C:31]([O:33][CH2:34][CH3:35])=[O:32])=[CH:25][CH:24]=3)=[N:19]2)=[CH:14][CH:13]=1. The yield is 0.410. (3) The reactants are [Cl-].[CH2:2]([NH2+:4][CH2:5][CH2:6][CH2:7][C:8]([NH:10][CH2:11][CH2:12][F:13])=[O:9])[CH3:3].[CH3:14][N:15]1[C:27]2[CH2:26][CH2:25][CH:24]([CH:28]3[CH2:33][CH2:32][O:31][CH2:30][CH2:29]3)[CH2:23][C:22]=2[C:21]2[C:16]1=[CH:17][CH:18]=[C:19]([C:34](O)=[O:35])[CH:20]=2.CCN(C(C)C)C(C)C.CN(C(ON1N=NC2C=CC=NC1=2)=[N+](C)C)C.F[P-](F)(F)(F)(F)F. The catalyst is CN(C=O)C. The yield is 0.229. The product is [CH2:2]([N:4]([CH2:5][CH2:6][CH2:7][C:8]([NH:10][CH2:11][CH2:12][F:13])=[O:9])[C:34]([C:19]1[CH:20]=[C:21]2[C:16](=[CH:17][CH:18]=1)[N:15]([CH3:14])[C:27]1[CH2:26][CH2:25][CH:24]([CH:28]3[CH2:33][CH2:32][O:31][CH2:30][CH2:29]3)[CH2:23][C:22]2=1)=[O:35])[CH3:3].